This data is from Full USPTO retrosynthesis dataset with 1.9M reactions from patents (1976-2016). The task is: Predict the reactants needed to synthesize the given product. (1) Given the product [OH:13][C:7]1([CH2:6][CH2:5][C:4]2[CH:3]=[C:2]([C:19]#[C:18][CH2:17][N:20]3[C:28](=[O:29])[C:27]4[C:22](=[CH:23][CH:24]=[CH:25][CH:26]=4)[C:21]3=[O:30])[CH:16]=[CH:15][CH:14]=2)[CH2:12][CH2:11][CH2:10][CH2:9][CH2:8]1, predict the reactants needed to synthesize it. The reactants are: Br[C:2]1[CH:3]=[C:4]([CH:14]=[CH:15][CH:16]=1)[CH2:5][CH2:6][C:7]1([OH:13])[CH2:12][CH2:11][CH2:10][CH2:9][CH2:8]1.[CH2:17]([N:20]1[C:28](=[O:29])[C:27]2[C:22](=[CH:23][CH:24]=[CH:25][CH:26]=2)[C:21]1=[O:30])[C:18]#[CH:19]. (2) Given the product [CH:11]1[C:12]2[C:7](=[C:6]([CH2:5][C:4]([O:3][CH2:1][CH3:2])=[O:20])[CH:15]=[CH:14][CH:13]=2)[CH:8]=[CH:9][N:10]=1, predict the reactants needed to synthesize it. The reactants are: [CH2:1]([O:3][C:4](=[O:20])[CH:5](OC(=O)C)[C:6]1[CH:15]=[CH:14][CH:13]=[C:12]2[C:7]=1[CH:8]=[CH:9][N:10]=[CH:11]2)[CH3:2]. (3) The reactants are: C1COCC1.C1(P(C2C=CC=CC=2)CCP(C2C=CC=CC=2)C2C=CC=CC=2)C=CC=CC=1.[C:34]([O:38][C:39](=[O:48])[NH:40][CH2:41][CH:42]=[CH:43][Si](C)(C)C)([CH3:37])([CH3:36])[CH3:35].I[C:50]1[CH:68]=[CH:67][C:53]([O:54][CH2:55][C:56]2[C:65]3[C:60](=[CH:61][CH:62]=[CH:63][CH:64]=3)[N:59]=[C:58]([CH3:66])[CH:57]=2)=[CH:52][CH:51]=1. Given the product [C:34]([O:38][C:39](=[O:48])[NH:40][CH2:41][C:42]([C:50]1[CH:68]=[CH:67][C:53]([O:54][CH2:55][C:56]2[C:65]3[C:60](=[CH:61][CH:62]=[CH:63][CH:64]=3)[N:59]=[C:58]([CH3:66])[CH:57]=2)=[CH:52][CH:51]=1)=[CH2:43])([CH3:37])([CH3:36])[CH3:35], predict the reactants needed to synthesize it. (4) Given the product [S:17]([C:13]1[CH:12]=[C:11]([C:9]2[N:8]([CH2:21][O:22][CH2:23][CH2:24][Si:25]([CH3:26])([CH3:28])[CH3:27])[C:4]3=[N:5][CH:6]=[CH:7][C:2]([C:60]4[CH:61]=[C:56]([NH:55][C:52](=[O:54])[CH3:53])[CH:57]=[CH:58][CH:59]=4)=[C:3]3[CH:10]=2)[CH:16]=[CH:15][CH:14]=1)(=[O:18])(=[O:19])[NH2:20], predict the reactants needed to synthesize it. The reactants are: Br[C:2]1[CH:7]=[CH:6][N:5]=[C:4]2[N:8]([CH2:21][O:22][CH2:23][CH2:24][Si:25]([CH3:28])([CH3:27])[CH3:26])[C:9]([C:11]3[CH:12]=[C:13]([S:17]([NH2:20])(=[O:19])=[O:18])[CH:14]=[CH:15][CH:16]=3)=[CH:10][C:3]=12.BrC1C=CN=C2N(COCC[Si](C)(C)C)C(C3C=NNC=3)=CC=12.[C:52]([NH:55][C:56]1[CH:57]=[C:58](B(O)O)[CH:59]=[CH:60][CH:61]=1)(=[O:54])[CH3:53]. (5) Given the product [Br:6][C:7]1[CH:16]=[C:15]2[C:10]([C:11]([NH:5][CH2:1][CH:2]([CH3:4])[CH3:3])=[C:12]([N+:17]([O-:19])=[O:18])[CH:13]=[N:14]2)=[N:9][CH:8]=1, predict the reactants needed to synthesize it. The reactants are: [CH2:1]([NH2:5])[CH:2]([CH3:4])[CH3:3].[Br:6][C:7]1[CH:16]=[C:15]2[C:10]([C:11](Cl)=[C:12]([N+:17]([O-:19])=[O:18])[CH:13]=[N:14]2)=[N:9][CH:8]=1. (6) Given the product [Cl:1][C:2]1[CH:7]=[CH:6][C:5]([O:8][C:10]([CH3:15])([CH3:9])[CH2:11][CH:12]=[CH2:13])=[CH:4][CH:3]=1, predict the reactants needed to synthesize it. The reactants are: [Cl:1][C:2]1[CH:7]=[CH:6][C:5]([OH:8])=[CH:4][CH:3]=1.[CH3:9][C:10]1[C:11](=O)[C:12](C)=[CH:13]C(=O)[CH:15]=1.CC(OP(C1C=CC=CC=1)C1C=CC=CC=1)(CC=C)C. (7) Given the product [Br:1][C:2]1[CH:7]=[CH:6][C:5]([NH:8][C:9]2[N:13]([CH2:14][CH2:15][CH2:16][CH2:17][OH:18])[C:12]3[C:22]([CH:27]([CH2:30][CH3:31])[CH2:28][CH3:29])=[CH:23][CH:24]=[C:25]([Cl:26])[C:11]=3[N:10]=2)=[C:4]([CH3:32])[CH:3]=1, predict the reactants needed to synthesize it. The reactants are: [Br:1][C:2]1[CH:7]=[CH:6][C:5]([NH:8][C:9]2[N:13]([CH2:14][CH2:15][CH2:16][C:17](OCC)=[O:18])[C:12]3[C:22]([CH:27]([CH2:30][CH3:31])[CH2:28][CH3:29])=[CH:23][CH:24]=[C:25]([Cl:26])[C:11]=3[N:10]=2)=[C:4]([CH3:32])[CH:3]=1.[BH4-].[Li+].